Dataset: Reaction yield outcomes from USPTO patents with 853,638 reactions. Task: Predict the reaction yield, written as a fraction of the theoretical maximum amount of product (1.0 means a 100% yield; for example, 0.34 means a 34% yield). (1) The reactants are [OH:1][C:2]1[CH:7]=[CH:6][C:5]([C:8]2[CH:16]=[CH:15][C:14]([C:17]3[N:18]([C:33]([O:35][C:36]([CH3:39])([CH3:38])[CH3:37])=[O:34])[C:19]4[C:24]([CH:25]=3)=[CH:23][C:22]([CH2:26][N:27]3[CH2:32][CH2:31][CH2:30][CH2:29][CH2:28]3)=[CH:21][CH:20]=4)=[C:13]3[C:9]=2[CH2:10][NH:11][C:12]3=[O:40])=[CH:4][CH:3]=1.[S:41](Cl)(=[O:44])(=[O:43])[NH2:42].O. The catalyst is CN(C)C(=O)C. The product is [S:41]([O:1][C:2]1[CH:3]=[CH:4][C:5]([C:8]2[CH:16]=[CH:15][C:14]([C:17]3[N:18]([C:33]([O:35][C:36]([CH3:37])([CH3:39])[CH3:38])=[O:34])[C:19]4[C:24]([CH:25]=3)=[CH:23][C:22]([CH2:26][N:27]3[CH2:32][CH2:31][CH2:30][CH2:29][CH2:28]3)=[CH:21][CH:20]=4)=[C:13]3[C:9]=2[CH2:10][NH:11][C:12]3=[O:40])=[CH:6][CH:7]=1)(=[O:44])(=[O:43])[NH2:42]. The yield is 0.560. (2) The reactants are C(O)(=O)C=O.BrC1C=C2C(C(CCN)=CN2)=CC=1F.[OH-].[Na+].[Br:22][C:23]1[CH:31]=[C:30]2[C:26]([C:27]3[CH2:35][CH2:34][NH:33][CH2:32][C:28]=3[NH:29]2)=[CH:25][C:24]=1[F:36].BrC1C2NC3CCNCC=3C=2C=CC=1F.[C:52](=O)([O:58]C(C)(C)C)[O:53][C:54]([CH3:57])([CH3:56])[CH3:55]. The catalyst is Cl.ClCCl.CN(C1C=CN=CC=1)C. The product is [Br:22][C:23]1[CH:31]=[C:30]2[C:26]([C:27]3[CH2:35][CH2:34][N:33]([C:52]([O:53][C:54]([CH3:57])([CH3:56])[CH3:55])=[O:58])[CH2:32][C:28]=3[NH:29]2)=[CH:25][C:24]=1[F:36]. The yield is 0.120. (3) The reactants are C(OC([NH:8][C@H:9]([C:11]([NH:13][CH:14]1[N:20]=[C:19]([C:21]2[CH:26]=[CH:25][CH:24]=[CH:23][N:22]=2)[C:18]2[CH:27]=[CH:28][CH:29]=[CH:30][C:17]=2[N:16]([CH3:31])[C:15]1=[O:32])=[O:12])[CH3:10])=O)(C)(C)C.C(O)(C(F)(F)F)=O. The catalyst is C(Cl)Cl. The product is [NH2:8][C@H:9]([C:11]([NH:13][CH:14]1[N:20]=[C:19]([C:21]2[CH:26]=[CH:25][CH:24]=[CH:23][N:22]=2)[C:18]2[CH:27]=[CH:28][CH:29]=[CH:30][C:17]=2[N:16]([CH3:31])[C:15]1=[O:32])=[O:12])[CH3:10]. The yield is 0.660. (4) The reactants are F[C:2]1[CH:9]=[C:8]([F:10])[CH:7]=[C:6](F)[C:3]=1[C:4]#[N:5].[CH3:12][C:13]1([CH3:21])[O:17][CH:16]([CH2:18][CH2:19][OH:20])[CH2:15][O:14]1.[H-].[Na+].[F:24][C:25]1[CH:31]=[C:30]([I:32])[CH:29]=[CH:28][C:26]=1[NH2:27].CC(C)([O-])C.[K+]. The catalyst is C1COCC1.C(O)(=O)C.O.CCOC(C)=O. The product is [CH3:12][C:13]1([CH3:21])[O:17][CH:16]([CH2:18][CH2:19][O:20][C:2]2[CH:9]=[C:8]([F:10])[CH:7]=[C:6]([NH:27][C:26]3[CH:28]=[CH:29][C:30]([I:32])=[CH:31][C:25]=3[F:24])[C:3]=2[C:4]#[N:5])[CH2:15][O:14]1. The yield is 0.320. (5) The reactants are [CH3:1][Al](C)C.Cl[C:6]1[C:11]2[NH:12][C:13]3[C:18]([C:10]=2[C:9]([C:20]2[CH:25]=[CH:24][CH:23]=[C:22]([S:26]([CH2:29][CH3:30])(=[O:28])=[O:27])[CH:21]=2)=[CH:8][N:7]=1)=[CH:17][C:16]([CH3:19])=[CH:15][N:14]=3. The catalyst is O1CCOCC1.C1C=CC([P]([Pd]([P](C2C=CC=CC=2)(C2C=CC=CC=2)C2C=CC=CC=2)([P](C2C=CC=CC=2)(C2C=CC=CC=2)C2C=CC=CC=2)[P](C2C=CC=CC=2)(C2C=CC=CC=2)C2C=CC=CC=2)(C2C=CC=CC=2)C2C=CC=CC=2)=CC=1. The product is [CH2:29]([S:26]([C:22]1[CH:21]=[C:20]([C:9]2[C:10]3[C:18]4[CH:17]=[C:16]([CH3:19])[CH:15]=[N:14][C:13]=4[NH:12][C:11]=3[C:6]([CH3:1])=[N:7][CH:8]=2)[CH:25]=[CH:24][CH:23]=1)(=[O:28])=[O:27])[CH3:30]. The yield is 0.960. (6) The reactants are Cl.[Cl:2][CH2:3][CH2:4][CH2:5][N:6]1[CH2:11][CH2:10][CH2:9][CH2:8][CH2:7]1.C(=O)([O-])[O-].[K+].[K+].[OH-].[Na+].C(OCC)C. The catalyst is O. The product is [Cl:2][CH2:3][CH2:4][CH2:5][N:6]1[CH2:11][CH2:10][CH2:9][CH2:8][CH2:7]1. The yield is 0.944.